From a dataset of Tyrosyl-DNA phosphodiesterase HTS with 341,365 compounds. Binary Classification. Given a drug SMILES string, predict its activity (active/inactive) in a high-throughput screening assay against a specified biological target. (1) The result is 0 (inactive). The compound is S(c1c(C(=O)NCC(N2CCCC2)c2occc2)cccc1)c1c([N+]([O-])=O)cc(cc1)C(F)(F)F. (2) The compound is O=C(N1C2CC(CC(C2)(C)C)(C1)C)Cc1ccccc1. The result is 0 (inactive). (3) The compound is Clc1c(ccc(NC(=O)CSc2nnc(c3cccnc3)cc2)c1)C. The result is 0 (inactive). (4) The drug is Clc1c(c(n2nc(c3c2nc(cc3C(=O)Nc2c(OCC)ccc(OCC)c2)C)C)ccc1)C. The result is 0 (inactive). (5) The compound is Clc1ccc(S(=O)(=O)N(CCC(=O)Nc2sc(nn2)C2CC2)c2cc(cc(c2)C)C)cc1. The result is 0 (inactive).